Dataset: Forward reaction prediction with 1.9M reactions from USPTO patents (1976-2016). Task: Predict the product of the given reaction. (1) Given the reactants [NH:1]1[C:5]2[CH:6]=[CH:7][CH:8]=[CH:9][C:4]=2[N:3]=[C:2]1[CH2:10][N:11]1[C@@H:24]2[C@@H:15]([CH2:16][CH2:17][C:18]3[C:23]2=[N:22][CH:21]=[CH:20][CH:19]=3)[CH2:14][CH2:13][CH2:12]1.C(=O)([O-])[O-].[K+].[K+].Cl.Cl[CH2:33][CH2:34][CH2:35][N:36]([CH3:38])[CH3:37].[I-].[K+], predict the reaction product. The product is: [N:11]1([CH2:10][C:2]2[N:3]([CH2:33][CH2:34][CH2:35][N:36]([CH3:38])[CH3:37])[C:4]3[CH:9]=[CH:8][CH:7]=[CH:6][C:5]=3[N:1]=2)[C@@H:24]2[C@@H:15]([CH2:16][CH2:17][C:18]3[C:23]2=[N:22][CH:21]=[CH:20][CH:19]=3)[CH2:14][CH2:13][CH2:12]1. (2) Given the reactants [C:1]([C:3]1[CH:4]=[CH:5][C:6]([CH3:26])=[C:7]([NH:9][C:10](=[O:25])[C:11]2[CH:16]=[CH:15][C:14]([O:17][CH2:18][C:19]3[CH:24]=[CH:23][CH:22]=[CH:21][N:20]=3)=[CH:13][CH:12]=2)[CH:8]=1)#[CH:2].C[Si]([N:31]=[N+:32]=[N-:33])(C)C.C([O-])(O)=O.[Na+].O, predict the reaction product. The product is: [CH3:26][C:6]1[CH:5]=[CH:4][C:3]([C:1]2[N:31]=[N:32][NH:33][CH:2]=2)=[CH:8][C:7]=1[NH:9][C:10](=[O:25])[C:11]1[CH:16]=[CH:15][C:14]([O:17][CH2:18][C:19]2[CH:24]=[CH:23][CH:22]=[CH:21][N:20]=2)=[CH:13][CH:12]=1. (3) Given the reactants [C:1]([NH:5][C:6]1[N:11]2[N:12]=[C:13]([C:15]3[CH:20]=[CH:19][CH:18]=[CH:17][N:16]=3)[N:14]=[C:10]2[N:9]=[C:8](Cl)[C:7]=1[C:22]1[CH:27]=[CH:26][CH:25]=[CH:24][CH:23]=1)([CH3:4])([CH3:3])[CH3:2].[C:28]([O:32][C:33](=[O:54])[NH:34][C:35]1([C:39]2[CH:44]=[CH:43][C:42](B3OC(C)(C)C(C)(C)O3)=[CH:41][CH:40]=2)[CH2:38][CH2:37][CH2:36]1)([CH3:31])([CH3:30])[CH3:29].C(=O)([O-])[O-].[Na+].[Na+], predict the reaction product. The product is: [C:28]([O:32][C:33](=[O:54])[NH:34][C:35]1([C:39]2[CH:40]=[CH:41][C:42]([C:8]3[C:7]([C:22]4[CH:27]=[CH:26][CH:25]=[CH:24][CH:23]=4)=[C:6]([NH:5][C:1]([CH3:4])([CH3:3])[CH3:2])[N:11]4[N:12]=[C:13]([C:15]5[CH:20]=[CH:19][CH:18]=[CH:17][N:16]=5)[N:14]=[C:10]4[N:9]=3)=[CH:43][CH:44]=2)[CH2:36][CH2:37][CH2:38]1)([CH3:31])([CH3:29])[CH3:30]. (4) Given the reactants [Cl:1][C:2]1[C:7](=[O:8])[N:6]([CH3:9])[CH:5]=[C:4]([NH:10][CH:11]([C:23]2[CH:28]=[CH:27][C:26]([Cl:29])=[CH:25][CH:24]=2)[C:12]2[C:13]([C:20](O)=[O:21])=[N:14][N:15]([CH:17]3[CH2:19][CH2:18]3)[CH:16]=2)[CH:3]=1, predict the reaction product. The product is: [Cl:1][C:2]1[C:7](=[O:8])[N:6]([CH3:9])[CH:5]=[C:4]([N:10]2[CH:11]([C:23]3[CH:28]=[CH:27][C:26]([Cl:29])=[CH:25][CH:24]=3)[C:12]3[C:13](=[N:14][N:15]([CH:17]4[CH2:18][CH2:19]4)[CH:16]=3)[C:20]2=[O:21])[CH:3]=1. (5) Given the reactants [CH3:1][O:2][CH2:3][CH:4]([C:6]([OH:8])=[O:7])[NH2:5].[C:9]([NH:12][C@@H:13]([C:21]([OH:23])=[O:22])[CH2:14][C:15]1[CH:20]=[CH:19][CH:18]=[CH:17][CH:16]=1)(=[O:11])[CH3:10], predict the reaction product. The product is: [C:9]([NH:12][C@@H:13]([C:21]([OH:23])=[O:22])[CH2:14][C:15]1[CH:16]=[CH:17][CH:18]=[CH:19][CH:20]=1)(=[O:11])[CH3:10].[CH3:1][O:2][CH2:3][C@H:4]([C:6]([OH:8])=[O:7])[NH2:5]. (6) Given the reactants [CH3:1][C:2]1[N:21]=[CH:20][CH:19]=[CH:18][C:3]=1[C:4]([NH:6][C:7]1[CH:12]=[CH:11][C:10]([CH2:13][C:14]([O:16][CH3:17])=[O:15])=[CH:9][CH:8]=1)=O.COC1C=CC(P2(SP(C3C=CC(OC)=CC=3)(=S)S2)=[S:31])=CC=1, predict the reaction product. The product is: [CH3:1][C:2]1[C:3]([C:4](=[S:31])[NH:6][C:7]2[CH:12]=[CH:11][C:10]([CH2:13][C:14]([O:16][CH3:17])=[O:15])=[CH:9][CH:8]=2)=[CH:18][CH:19]=[CH:20][N:21]=1. (7) Given the reactants [CH3:1][CH:2]([CH3:16])[CH2:3][NH:4][C:5]1[C:14]2[C:9](=[CH:10][CH:11]=[CH:12][N:13]=2)[N:8]=[CH:7][C:6]=1[NH2:15].[CH3:17][O:18][C:19]([NH:21][C:22](=NC(OC)=O)OC)=[O:20].C(O)(=O)C.C1(C)C=CC(S(O)(=O)=O)=CC=1, predict the reaction product. The product is: [CH3:1][CH:2]([CH3:16])[CH2:3][N:4]1[C:5]2[C:14]3[N:13]=[CH:12][CH:11]=[CH:10][C:9]=3[N:8]=[CH:7][C:6]=2[N:15]=[C:22]1[NH:21][C:19](=[O:20])[O:18][CH3:17].